From a dataset of Full USPTO retrosynthesis dataset with 1.9M reactions from patents (1976-2016). Predict the reactants needed to synthesize the given product. (1) Given the product [ClH:1].[Cl:1][C:2]1[CH:16]=[C:15]([Cl:17])[CH:14]=[CH:13][C:3]=1[CH2:4][O:5][C:6]1[CH:11]=[CH:10][N:9]([C:19]2[CH:20]=[CH:21][C:22]3[C:26]4[CH2:27][NH:28][CH2:29][CH2:30][CH2:31][C:25]=4[N:24]([CH3:39])[C:23]=3[N:40]=2)[C:8](=[O:12])[CH:7]=1, predict the reactants needed to synthesize it. The reactants are: [Cl:1][C:2]1[CH:16]=[C:15]([Cl:17])[CH:14]=[CH:13][C:3]=1[CH2:4][O:5][C:6]1[CH:11]=[CH:10][NH:9][C:8](=[O:12])[CH:7]=1.Br[C:19]1[CH:20]=[CH:21][C:22]2[C:26]3[CH2:27][N:28](C(OC(C)(C)C)=O)[CH2:29][CH2:30][CH2:31][C:25]=3[N:24]([CH3:39])[C:23]=2[N:40]=1.OC1C=CC=C2C=1N=CC=C2.C([O-])([O-])=O.[Cs+].[Cs+].Cl. (2) The reactants are: [C:1]([O:5][C@@H:6]([C:16]1[C:17]([C:28]2[CH:33]=[CH:32][C:31]([Cl:34])=[CH:30][CH:29]=2)=[C:18]2[C:23](=[CH:24][C:25]=1[CH3:26])[NH:22][C:21](=[O:27])[CH:20]=[CH:19]2)[CH2:7][O:8][Si:9]([C:12]([CH3:15])([CH3:14])[CH3:13])([CH3:11])[CH3:10])([CH3:4])([CH3:3])[CH3:2].CC(C)([O-])C.[K+].Br[CH2:42][CH2:43][NH:44][C:45](=[O:53])[O:46][CH2:47][CH2:48][Si:49]([CH3:52])([CH3:51])[CH3:50]. Given the product [C:1]([O:5][C@@H:6]([C:16]1[C:17]([C:28]2[CH:33]=[CH:32][C:31]([Cl:34])=[CH:30][CH:29]=2)=[C:18]2[C:23](=[CH:24][C:25]=1[CH3:26])[N:22]([CH2:42][CH2:43][NH:44][C:45](=[O:53])[O:46][CH2:47][CH2:48][Si:49]([CH3:52])([CH3:51])[CH3:50])[C:21](=[O:27])[CH:20]=[CH:19]2)[CH2:7][O:8][Si:9]([C:12]([CH3:15])([CH3:14])[CH3:13])([CH3:10])[CH3:11])([CH3:2])([CH3:3])[CH3:4], predict the reactants needed to synthesize it. (3) Given the product [NH2:1][C:2]1[CH:7]=[CH:6][C:5]([O:8][C:10]2[CH:15]=[CH:14][N:13]=[C:12]([C:16]#[N:17])[CH:11]=2)=[CH:4][CH:3]=1, predict the reactants needed to synthesize it. The reactants are: [NH2:1][C:2]1[CH:7]=[CH:6][C:5]([OH:8])=[CH:4][CH:3]=1.Cl[C:10]1[CH:15]=[CH:14][N:13]=[C:12]([C:16]#[N:17])[CH:11]=1.